Task: Predict the reactants needed to synthesize the given product.. Dataset: Full USPTO retrosynthesis dataset with 1.9M reactions from patents (1976-2016) (1) Given the product [C:1]([O:5][C:6](=[O:38])[CH2:7][CH2:8][CH:9]1[CH2:16][N:15]2[C:17]3[CH:18]=[C:19]([C:30]([O:32][CH3:33])=[O:31])[CH:20]=[CH:21][C:22]=3[C:23]([CH:24]3[CH2:29][CH2:28][CH2:27][CH2:26][CH2:25]3)=[C:14]2[C:13]2[CH:34]=[CH:35][CH:36]=[CH:37][C:12]=2[O:11][CH2:10]1)([CH3:4])([CH3:2])[CH3:3], predict the reactants needed to synthesize it. The reactants are: [C:1]([O:5][C:6](=[O:38])[CH:7]=[CH:8][CH:9]1[CH2:16][N:15]2[C:17]3[CH:18]=[C:19]([C:30]([O:32][CH3:33])=[O:31])[CH:20]=[CH:21][C:22]=3[C:23]([CH:24]3[CH2:29][CH2:28][CH2:27][CH2:26][CH2:25]3)=[C:14]2[C:13]2[CH:34]=[CH:35][CH:36]=[CH:37][C:12]=2[O:11][CH2:10]1)([CH3:4])([CH3:3])[CH3:2].[BH4-].[Na+]. (2) Given the product [CH3:1][C@H:2]([C:15]([OH:17])=[O:16])[C:3]1[CH:4]=[CH:5][C:6]2[CH:7]=[C:8]([O:13][CH3:14])[CH:9]=[CH:10][C:11]=2[CH:12]=1, predict the reactants needed to synthesize it. The reactants are: [CH3:1][C@H:2]([C:15]([O-:17])=[O:16])[C:3]1[CH:4]=[CH:5][C:6]2[CH:7]=[C:8]([O:13][CH3:14])[CH:9]=[CH:10][C:11]=2[CH:12]=1.[Na+].